From a dataset of Forward reaction prediction with 1.9M reactions from USPTO patents (1976-2016). Predict the product of the given reaction. (1) Given the reactants [C:1]([N:5]1[C:9]([C:10]2[CH:15]=[CH:14][C:13]([O:16][CH3:17])=[CH:12][CH:11]=2)=[C:8]([C:18]2[S:19][CH:20]=[C:21]([CH2:23][C:24]([OH:26])=O)[N:22]=2)[CH:7]=[N:6]1)([CH3:4])([CH3:3])[CH3:2].CN(C(ON1N=NC2C=CC=NC1=2)=[N+](C)C)C.F[P-](F)(F)(F)(F)F.CCN(C(C)C)C(C)C.[O:60]1[CH2:65][CH2:64][CH:63]([CH2:66][NH2:67])[CH2:62][CH2:61]1, predict the reaction product. The product is: [C:1]([N:5]1[C:9]([C:10]2[CH:15]=[CH:14][C:13]([O:16][CH3:17])=[CH:12][CH:11]=2)=[C:8]([C:18]2[S:19][CH:20]=[C:21]([CH2:23][C:24]([NH:67][CH2:66][CH:63]3[CH2:64][CH2:65][O:60][CH2:61][CH2:62]3)=[O:26])[N:22]=2)[CH:7]=[N:6]1)([CH3:3])([CH3:4])[CH3:2]. (2) Given the reactants [CH3:1][O:2][C:3]([C:5]1[N:6]=[C:7]([O:15]C(=O)C)[N:8](C(=O)C)[C:9]=1[CH2:10]Br)=[O:4].[SH:19][C:20]1[CH:25]=[CH:24][C:23]([OH:26])=[CH:22][CH:21]=1.C([O-])([O-])=O.[K+].[K+].O, predict the reaction product. The product is: [CH3:1][O:2][C:3]([C:5]1[NH:6][C:7](=[O:15])[NH:8][C:9]=1[CH2:10][S:19][C:20]1[CH:25]=[CH:24][C:23]([OH:26])=[CH:22][CH:21]=1)=[O:4]. (3) Given the reactants [CH2:1]([O:8][C:9]1[CH:14]=[CH:13][C:12]([NH:15][C:16]2[C:21](C(O)=O)=[C:20]([C:25]([F:28])([F:27])[F:26])[CH:19]=[CH:18][N:17]=2)=[CH:11][CH:10]=1)[C:2]1[CH:7]=[CH:6][CH:5]=[CH:4][CH:3]=1.CC[N:31]([CH2:34]C)CC.C1(P(N=[N+]=[N-])(C2C=CC=CC=2)=[O:43])C=CC=CC=1, predict the reaction product. The product is: [CH2:1]([O:8][C:9]1[CH:10]=[CH:11][C:12]([N:15]2[C:16]3=[N:17][CH:18]=[CH:19][C:20]([C:25]([F:28])([F:27])[F:26])=[C:21]3[NH:31][C:34]2=[O:43])=[CH:13][CH:14]=1)[C:2]1[CH:3]=[CH:4][CH:5]=[CH:6][CH:7]=1. (4) Given the reactants [C:1]([C:3]1[CH:4]=[N:5][C:6]([NH:9][C:10]2[CH:25]=[C:24]([NH:26][CH:27]([CH3:29])[CH3:28])[C:13]([C:14]([NH:16][CH2:17][C@@H:18]([F:23])[C:19]([OH:22])([CH3:21])[CH3:20])=[O:15])=[CH:12][N:11]=2)=[N:7][CH:8]=1)#[N:2].[ClH:30], predict the reaction product. The product is: [ClH:30].[C:1]([C:3]1[CH:4]=[N:5][C:6]([NH:9][C:10]2[CH:25]=[C:24]([NH:26][CH:27]([CH3:29])[CH3:28])[C:13]([C:14]([NH:16][CH2:17][C@@H:18]([F:23])[C:19]([OH:22])([CH3:21])[CH3:20])=[O:15])=[CH:12][N:11]=2)=[N:7][CH:8]=1)#[N:2]. (5) Given the reactants [CH2:1]([O:3][C:4](=[O:25])[CH2:5][CH:6]1[O:10][B:9]([OH:11])[C:8]2[CH:12]=[C:13]([O:16][C:17]3[CH:22]=[CH:21][CH:20]=[C:19]([CH:23]=O)[CH:18]=3)[CH:14]=[CH:15][C:7]1=2)[CH3:2].C(OC(OCC)OCC)C.[NH:36]1[CH2:41][CH2:40][O:39][CH2:38][CH2:37]1.[BH-](OC(C)=O)(OC(C)=O)OC(C)=O.[Na+].[OH-].[Na+], predict the reaction product. The product is: [CH2:1]([O:3][C:4](=[O:25])[CH2:5][CH:6]1[O:10][B:9]([OH:11])[C:8]2[CH:12]=[C:13]([O:16][C:17]3[CH:22]=[CH:21][CH:20]=[C:19]([CH2:23][N:36]4[CH2:41][CH2:40][O:39][CH2:38][CH2:37]4)[CH:18]=3)[CH:14]=[CH:15][C:7]1=2)[CH3:2]. (6) Given the reactants [NH2:1][CH2:2][CH2:3][CH2:4][O:5][C:6]1[CH:11]=[CH:10][C:9]([Cl:12])=[CH:8][C:7]=1[NH:13][C:14]([NH:16][C:17]1[CH:22]=[CH:21][C:20]([C:23]#[N:24])=[CH:19][N:18]=1)=[O:15].Cl.C(N(C(C)C)CC)(C)C.[CH3:35][C:36]([O:39][C:40]([NH:42][C@H:43]([C:52](O)=[O:53])[CH2:44][C:45]1[CH:50]=[CH:49][C:48]([Cl:51])=[CH:47][CH:46]=1)=[O:41])([CH3:38])[CH3:37].ON1C2C=CC=CC=2N=N1.Cl.CN(C)CCCN=C=NCC, predict the reaction product. The product is: [C:36]([O:39][C:40](=[O:41])[NH:42][CH:43]([C:52](=[O:53])[NH:1][CH2:2][CH2:3][CH2:4][O:5][C:6]1[CH:11]=[CH:10][C:9]([Cl:12])=[CH:8][C:7]=1[NH:13][C:14]([NH:16][C:17]1[CH:22]=[CH:21][C:20]([C:23]#[N:24])=[CH:19][N:18]=1)=[O:15])[CH2:44][C:45]1[CH:46]=[CH:47][C:48]([Cl:51])=[CH:49][CH:50]=1)([CH3:35])([CH3:38])[CH3:37].